Predict the product of the given reaction. From a dataset of Forward reaction prediction with 1.9M reactions from USPTO patents (1976-2016). (1) Given the reactants [NH:1]1[CH2:7][CH:6]([OH:8])[CH2:5][NH:4][CH2:3][CH2:2]1.Br[C:10]1[CH:15]=[CH:14][CH:13]=[C:12](F)[N:11]=1.Cl[C:18]1[N:23]=[CH:22][C:21]2[CH:24]=[N:25][NH:26][C:20]=2[CH:19]=1.[CH3:27][N:28]1[CH:32]=[C:31](B2OC(C)(C)C(C)(C)O2)[CH:30]=[N:29]1, predict the reaction product. The product is: [CH3:27][N:28]1[CH:32]=[C:31]([C:18]2[N:23]=[CH:22][C:21]3[CH:24]=[N:25][N:26]([C:12]4[N:11]=[C:10]([N:1]5[CH2:7][C@H:6]([OH:8])[CH2:5][NH:4][CH2:3][CH2:2]5)[CH:15]=[CH:14][CH:13]=4)[C:20]=3[CH:19]=2)[CH:30]=[N:29]1. (2) Given the reactants [CH3:1][CH2:2][O:3][C:4]([C:6]1[CH:11]([C:12]2[CH:13]=[CH:14][CH:15]=[CH:16][C:17]=2[Cl:18])[C:10]([C:19]([O:21][CH3:22])=[O:20])=[C:9]([CH3:23])[NH:8][C:7]=1[CH2:24][O:25][CH2:26][CH2:27][NH2:28])=[O:5].C(OC)(C)(C)C.[C:35]([OH:43])(=[O:42])[C@H:36]([CH2:38][C:39]([OH:41])=[O:40])[OH:37], predict the reaction product. The product is: [CH3:1][CH2:2][O:3][C:4]([C:6]1[CH:11]([C:12]2[CH:13]=[CH:14][CH:15]=[CH:16][C:17]=2[Cl:18])[C:10]([C:19]([O:21][CH3:22])=[O:20])=[C:9]([CH3:23])[NH:8][C:7]=1[CH2:24][O:25][CH2:26][CH2:27][NH2:28])=[O:5].[C:35]([O-:43])(=[O:42])[C@H:36]([CH2:38][C:39]([O-:41])=[O:40])[OH:37]. (3) Given the reactants Cl[C:2]1[N:7]=[N:6][C:5]([N:8]2[CH2:13][CH2:12][C:11]3([CH2:18][CH2:17][N:16]([CH:19]4[CH2:22][CH2:21][CH2:20]4)[CH2:15][CH2:14]3)[CH2:10][CH2:9]2)=[CH:4][CH:3]=1.[CH3:23][N:24](C=O)C, predict the reaction product. The product is: [CH:19]1([N:16]2[CH2:17][CH2:18][C:11]3([CH2:12][CH2:13][N:8]([C:5]4[N:6]=[N:7][C:2]([C:23]#[N:24])=[CH:3][CH:4]=4)[CH2:9][CH2:10]3)[CH2:14][CH2:15]2)[CH2:22][CH2:21][CH2:20]1. (4) Given the reactants [NH2:1][C:2]1[CH:7]=[C:6]([CH3:8])[C:5]([CH3:9])=[CH:4][C:3]=1[OH:10].[C:11](Cl)(=[O:13])[CH3:12], predict the reaction product. The product is: [OH:10][C:3]1[CH:4]=[C:5]([CH3:9])[C:6]([CH3:8])=[CH:7][C:2]=1[NH:1][C:11](=[O:13])[CH3:12]. (5) Given the reactants [O:1]1[CH2:6][C:5](=[O:7])[NH:4][C@@H:3]2[C:8]3[CH:9]=[CH:10][CH:11]=[CH:12][C:13]=3[CH2:14][C@H:2]12.[H-].[Na+].Br[CH2:18][C:19]([O:21][CH2:22][CH3:23])=[O:20], predict the reaction product. The product is: [O:7]=[C:5]1[CH2:6][O:1][C@H:2]2[CH2:14][C:13]3[CH:12]=[CH:11][CH:10]=[CH:9][C:8]=3[C@H:3]2[N:4]1[CH2:18][C:19]([O:21][CH2:22][CH3:23])=[O:20]. (6) The product is: [CH3:1][N:2]([CH3:28])[CH:3]1[CH2:4][CH2:5][N:6]([C:9]2[CH:14]=[CH:13][C:12]([NH:15][C:16]3[N:21]=[C:20]4[N:22]([CH3:27])[C:23](=[O:26])[N:24]=[CH:25][C:19]4=[CH:18][N:17]=3)=[CH:11][CH:10]=2)[CH2:7][CH2:8]1. Given the reactants [CH3:1][N:2]([CH3:28])[CH:3]1[CH2:8][CH2:7][N:6]([C:9]2[CH:14]=[CH:13][C:12]([NH:15][C:16]3[N:21]=[C:20]4[N:22]([CH3:27])[C:23](=[O:26])[NH:24][CH2:25][C:19]4=[CH:18][N:17]=3)=[CH:11][CH:10]=2)[CH2:5][CH2:4]1.FC(F)(F)C(O)=O.CC(C)([O-])C.[K+], predict the reaction product. (7) Given the reactants [NH2:1][C:2]1[CH:9]=[CH:8][C:7]([N+:10]([O-])=O)=[CH:6][C:3]=1[C:4]#[N:5].[NH:13]1[CH2:18][CH2:17][O:16][CH2:15][CH2:14]1.C[Si](C)(C)CC[O:23][C:24](=[O:39])[CH2:25][CH2:26][C:27]([C:29]1[C:37]2[C:32](=[CH:33][CH:34]=[C:35]([Cl:38])[CH:36]=2)[NH:31][CH:30]=1)=[O:28].[H][H].[CH3:44]CCC[N+](CCCC)(CCCC)CCCC.[F-].Cl, predict the reaction product. The product is: [NH2:10][C:7]1[CH:6]=[C:3]2[C:2](=[CH:9][CH:8]=1)[N:1]=[C:44]([N:31]1[C:32]3[C:37](=[CH:36][C:35]([Cl:38])=[CH:34][CH:33]=3)[C:29]([C:27](=[O:28])[CH2:26][CH2:25][C:24]([OH:23])=[O:39])=[CH:30]1)[N:5]=[C:4]2[N:13]1[CH2:18][CH2:17][O:16][CH2:15][CH2:14]1. (8) Given the reactants Cl[CH2:2][CH2:3][CH2:4][CH2:5][C:6]1([CH2:17][CH3:18])[C:14]2[C:9](=[CH:10][C:11]([F:15])=[CH:12][CH:13]=2)[NH:8][C:7]1=[O:16].[Cl:19][C:20]1[CH:21]=[C:22]([N:26]2[CH2:31][CH2:30][NH:29][CH2:28][CH2:27]2)[CH:23]=[CH:24][CH:25]=1, predict the reaction product. The product is: [Cl:19][C:20]1[CH:21]=[C:22]([N:26]2[CH2:31][CH2:30][N:29]([CH2:2][CH2:3][CH2:4][CH2:5][C:6]3([CH2:17][CH3:18])[C:14]4[C:9](=[CH:10][C:11]([F:15])=[CH:12][CH:13]=4)[NH:8][C:7]3=[O:16])[CH2:28][CH2:27]2)[CH:23]=[CH:24][CH:25]=1. (9) Given the reactants [Cl:1][C:2]1[CH:7]=[CH:6][C:5]([C:8]([C:10]2[CH:15]=[CH:14][CH:13]=[CH:12][C:11]=2[F:16])=[O:9])=[CH:4][CH:3]=1.[CH3:17][Mg]Br, predict the reaction product. The product is: [Cl:1][C:2]1[CH:3]=[CH:4][C:5]([C:8]([C:10]2[CH:15]=[CH:14][CH:13]=[CH:12][C:11]=2[F:16])([OH:9])[CH3:17])=[CH:6][CH:7]=1.